From a dataset of Peptide-MHC class I binding affinity with 185,985 pairs from IEDB/IMGT. Regression. Given a peptide amino acid sequence and an MHC pseudo amino acid sequence, predict their binding affinity value. This is MHC class I binding data. The peptide sequence is KIVDHIVMY. The MHC is HLA-A33:01 with pseudo-sequence HLA-A33:01. The binding affinity (normalized) is 0.0647.